Dataset: Reaction yield outcomes from USPTO patents with 853,638 reactions. Task: Predict the reaction yield, written as a fraction of the theoretical maximum amount of product (1.0 means a 100% yield; for example, 0.34 means a 34% yield). (1) The reactants are CO[C:3](=[O:25])[C:4]1[CH:9]=[CH:8][C:7]([O:10][CH2:11][C:12]2[C:13]([C:18]3[CH:23]=[CH:22][C:21]([Cl:24])=[CH:20][N:19]=3)=[N:14][O:15][C:16]=2[CH3:17])=[N:6][CH:5]=1.CO[C:28](=[O:35])[C:29]1[CH:34]=[CH:33][CH:32]=NC=1.[NH2:36]C1CCOCC1. No catalyst specified. The product is [Cl:24][C:21]1[CH:22]=[CH:23][C:18]([C:13]2[C:12]([CH2:11][O:10][C:7]3[CH:8]=[CH:9][C:4]([C:3]([NH2:36])=[O:25])=[C:5]([CH:34]4[CH2:33][CH2:32][O:35][CH2:28][CH2:29]4)[N:6]=3)=[C:16]([CH3:17])[O:15][N:14]=2)=[N:19][CH:20]=1. The yield is 0.470. (2) The reactants are Br[C:2]1[CH:3]=[C:4]([NH:10][C:11]2[N:16]=[C:15]([N:17]3[CH2:22][CH2:21][CH2:20][C@H:19]([NH:23][C:24](=[O:27])[CH:25]=[CH2:26])[CH2:18]3)[CH:14]=[CH:13][CH:12]=2)[C:5](=[O:9])[N:6]([CH3:8])[CH:7]=1.[C:28]([O:31][CH2:32][C:33]1[C:38](B2OC(C)(C)C(C)(C)O2)=[CH:37][C:36]([F:48])=[CH:35][C:34]=1[N:49]1[C:61](=[O:62])[C:60]2[S:59][C:58]3[CH2:57][CH2:56][CH2:55][CH2:54][C:53]=3[C:52]=2[CH:51]=[N:50]1)(=[O:30])[CH3:29].[O-]P([O-])([O-])=O.[K+].[K+].[K+]. The catalyst is C(#N)C.O.C1C=CC(P(C2C=CC=CC=2)[C-]2C=CC=C2)=CC=1.C1C=CC(P(C2C=CC=CC=2)[C-]2C=CC=C2)=CC=1.Cl[Pd]Cl.[Fe+2]. The product is [F:48][C:36]1[CH:35]=[C:34]([N:49]2[C:61](=[O:62])[C:60]3[S:59][C:58]4[CH2:57][CH2:56][CH2:55][CH2:54][C:53]=4[C:52]=3[CH:51]=[N:50]2)[C:33]([CH2:32][O:31][C:28](=[O:30])[CH3:29])=[C:38]([C:2]2[CH:3]=[C:4]([NH:10][C:11]3[N:16]=[C:15]([N:17]4[CH2:22][CH2:21][CH2:20][C@H:19]([NH:23][C:24](=[O:27])[CH:25]=[CH2:26])[CH2:18]4)[CH:14]=[CH:13][CH:12]=3)[C:5](=[O:9])[N:6]([CH3:8])[CH:7]=2)[CH:37]=1. The yield is 0.330.